From a dataset of Full USPTO retrosynthesis dataset with 1.9M reactions from patents (1976-2016). Predict the reactants needed to synthesize the given product. (1) Given the product [NH2:1][C:2]1[C:11]2[C:6](=[CH:7][CH:8]=[C:9]([C:12]([NH:14][C:49]3[CH:50]=[CH:51][C:52]([CH2:58][NH:59][C:61]([C:31]4[CH:32]=[N:33][C:25]([Cl:24])=[CH:26][CH:30]=4)=[O:62])=[CH:53][CH:54]=3)=[O:13])[CH:10]=2)[N:5]=[C:4]([CH3:23])[CH:3]=1, predict the reactants needed to synthesize it. The reactants are: [NH2:1][C:2]1[C:11]2[C:6](=[CH:7][CH:8]=[C:9]([C:12]([NH:14]C3C=CC(CN)=CC=3)=[O:13])[CH:10]=2)[N:5]=[C:4]([CH3:23])[CH:3]=1.[Cl:24][C:25]1[N:33]=[CH:32][CH:31]=[CH:30][C:26]=1C(O)=O.C(N(CC)CC)C.[CH:49]1[CH:54]=[CH:53][C:52](P(N=[N+]=[N-])([C:49]2[CH:50]=[CH:51][CH:52]=[CH:53][CH:54]=2)=O)=[CH:51][CH:50]=1.[CH3:58][N:59]([CH:61]=[O:62])C. (2) Given the product [Br:1][C:2]1[CH:3]=[C:4]([C:11]#[N:13])[CH:5]=[C:6]2[C:10]=1[CH2:9][CH2:8][CH2:7]2, predict the reactants needed to synthesize it. The reactants are: [Br:1][C:2]1[CH:3]=[C:4]([C:11]([NH2:13])=O)[CH:5]=[C:6]2[C:10]=1[CH2:9][CH2:8][CH2:7]2.O=P(Cl)(Cl)Cl.C(N(CC)CC)C. (3) Given the product [Cl:12][C:13]1[CH:14]=[C:15]([CH:18]=[CH:19][C:20]=1[Cl:21])[CH2:16][NH:17][C:2]1[CH:3]=[CH:4][C:5]2[N:6]([CH:8]=[C:9]([CH3:11])[N:10]=2)[N:7]=1, predict the reactants needed to synthesize it. The reactants are: Cl[C:2]1[CH:3]=[CH:4][C:5]2[N:6]([CH:8]=[C:9]([CH3:11])[N:10]=2)[N:7]=1.[Cl:12][C:13]1[CH:14]=[C:15]([CH:18]=[CH:19][C:20]=1[Cl:21])[CH2:16][NH2:17].C1C=CC(P(C2C=CC3C(=CC=CC=3)C=2C2C3C(=CC=CC=3)C=CC=2P(C2C=CC=CC=2)C2C=CC=CC=2)C2C=CC=CC=2)=CC=1.[O-]CC.[Na+]. (4) The reactants are: [C:1]1([N:7](C2C=CC=CC=2)[NH:8][C:9]([C:11]2[C:20]3[C:15](=[CH:16][CH:17]=[CH:18][CH:19]=3)[C:14](=[O:21])[N:13]([C:22]3[CH:27]=[CH:26][CH:25]=[CH:24][CH:23]=3)[C:12]=2[CH3:28])=[O:10])[CH:6]=[CH:5][CH:4]=[CH:3][CH:2]=1.Cl[C:36]([O:38][CH3:39])=[O:37]. Given the product [CH3:39][O:38][C:36]([N:7]([C:1]1[CH:6]=[CH:5][CH:4]=[CH:3][CH:2]=1)[NH:8][C:9]([C:11]1[C:20]2[C:15](=[CH:16][CH:17]=[CH:18][CH:19]=2)[C:14](=[O:21])[N:13]([C:22]2[CH:27]=[CH:26][CH:25]=[CH:24][CH:23]=2)[C:12]=1[CH3:28])=[O:10])=[O:37], predict the reactants needed to synthesize it. (5) Given the product [CH:1]1([N:7]2[C:11]([CH2:12][O:13][CH3:14])=[C:10]([C:15]3[O:17][N:22]=[C:21]([C:23]4[CH:28]=[CH:27][C:26]([CH2:29][OH:30])=[CH:25][CH:24]=4)[N:20]=3)[CH:9]=[N:8]2)[CH2:2][CH2:3][CH2:4][CH2:5][CH2:6]1, predict the reactants needed to synthesize it. The reactants are: [CH:1]1([N:7]2[C:11]([CH2:12][O:13][CH3:14])=[C:10]([C:15]([O:17]C)=O)[CH:9]=[N:8]2)[CH2:6][CH2:5][CH2:4][CH2:3][CH2:2]1.O[N:20]=[C:21]([C:23]1[CH:28]=[CH:27][C:26]([CH2:29][OH:30])=[CH:25][CH:24]=1)[NH2:22]. (6) Given the product [CH2:22]([C:17]1[CH:18]=[CH:19][CH:20]=[CH:21][C:16]=1[C:2]#[C:1][C:3]1[CH:8]=[CH:7][C:6]([CH2:9][CH2:10][C:11]([O:13][CH3:14])=[O:12])=[CH:5][CH:4]=1)[CH3:23], predict the reactants needed to synthesize it. The reactants are: [C:1]([C:3]1[CH:8]=[CH:7][C:6]([CH2:9][CH2:10][C:11]([O:13][CH3:14])=[O:12])=[CH:5][CH:4]=1)#[CH:2].Br[C:16]1[CH:21]=[CH:20][CH:19]=[CH:18][C:17]=1[CH2:22][CH3:23].